From a dataset of Full USPTO retrosynthesis dataset with 1.9M reactions from patents (1976-2016). Predict the reactants needed to synthesize the given product. (1) Given the product [CH3:1][S:2]([O-:5])(=[O:4])=[O:3].[CH2:41]([O:40][C:38]([C:20]1[CH:19]=[C:18]([C:15]2[CH:16]=[CH:17][C:12]([CH:9]3[CH2:8][CH2:7][NH2+:6][CH2:11][CH2:10]3)=[CH:13][CH:14]=2)[C:27]2[C:22]([CH:21]=1)=[CH:23][C:24]([C:28]1[CH:29]=[CH:30][C:31]([C:34]([F:35])([F:37])[F:36])=[CH:32][CH:33]=1)=[CH:25][CH:26]=2)=[O:39])[CH3:42], predict the reactants needed to synthesize it. The reactants are: [CH3:1][S:2]([OH:5])(=[O:4])=[O:3].[NH:6]1[CH2:11][CH2:10][CH:9]([C:12]2[CH:17]=[CH:16][C:15]([C:18]3[C:27]4[C:22](=[CH:23][C:24]([C:28]5[CH:33]=[CH:32][C:31]([C:34]([F:37])([F:36])[F:35])=[CH:30][CH:29]=5)=[CH:25][CH:26]=4)[CH:21]=[C:20]([C:38]([O:40][CH2:41][CH3:42])=[O:39])[CH:19]=3)=[CH:14][CH:13]=2)[CH2:8][CH2:7]1. (2) The reactants are: [CH2:1]([N:8]([CH2:34][C:35]1[CH:40]=[CH:39][CH:38]=[CH:37][CH:36]=1)[C:9]1[C:10]([F:33])=[C:11]([CH:16]([C:18]2[C:26]3[C:21](=[N:22][CH:23]=[C:24]([C:27]4[CH:28]=[N:29][CH:30]=[CH:31][CH:32]=4)[CH:25]=3)[NH:20][CH:19]=2)[OH:17])[C:12]([F:15])=[CH:13][CH:14]=1)[C:2]1[CH:7]=[CH:6][CH:5]=[CH:4][CH:3]=1.CC(OI1(OC(C)=O)(OC(C)=O)OC(=O)C2C1=CC=CC=2)=O.C(=O)(O)[O-].[Na+].S([O-])([O-])(=O)=S.[Na+].[Na+]. Given the product [CH2:34]([N:8]([CH2:1][C:2]1[CH:7]=[CH:6][CH:5]=[CH:4][CH:3]=1)[C:9]1[C:10]([F:33])=[C:11]([C:16]([C:18]2[C:26]3[C:21](=[N:22][CH:23]=[C:24]([C:27]4[CH:28]=[N:29][CH:30]=[CH:31][CH:32]=4)[CH:25]=3)[NH:20][CH:19]=2)=[O:17])[C:12]([F:15])=[CH:13][CH:14]=1)[C:35]1[CH:36]=[CH:37][CH:38]=[CH:39][CH:40]=1, predict the reactants needed to synthesize it. (3) Given the product [C:1]([C:5]1[CH:29]=[CH:28][CH:27]=[CH:26][C:6]=1[O:7][C:8]1[C:13]([NH:14][C:15]2[S:16][C:17](/[C:24](/[NH2:25])=[N:31]/[OH:32])=[C:18]([C:20]([F:22])([F:23])[F:21])[N:19]=2)=[CH:12][CH:11]=[CH:10][N:9]=1)([CH3:4])([CH3:2])[CH3:3], predict the reactants needed to synthesize it. The reactants are: [C:1]([C:5]1[CH:29]=[CH:28][CH:27]=[CH:26][C:6]=1[O:7][C:8]1[C:13]([NH:14][C:15]2[S:16][C:17]([C:24]#[N:25])=[C:18]([C:20]([F:23])([F:22])[F:21])[N:19]=2)=[CH:12][CH:11]=[CH:10][N:9]=1)([CH3:4])([CH3:3])[CH3:2].Cl.[NH2:31][OH:32].CCN(C(C)C)C(C)C. (4) Given the product [CH2:29]([NH:32][CH2:2][CH2:3][C:4]([NH:6][C:7]1[CH:20]=[CH:19][C:18]2[C:17](=[O:21])[C:16]3[C:11](=[CH:12][C:13]([NH:22][C:23](=[O:27])[CH2:24][CH2:25][NH:33][CH2:34][CH2:35][CH3:36])=[CH:14][CH:15]=3)[C:10](=[O:28])[C:9]=2[CH:8]=1)=[O:5])[CH2:30][CH3:31], predict the reactants needed to synthesize it. The reactants are: Cl[CH2:2][CH2:3][C:4]([NH:6][C:7]1[CH:20]=[CH:19][C:18]2[C:17](=[O:21])[C:16]3[C:11](=[CH:12][C:13]([NH:22][C:23](=[O:27])[CH2:24][CH2:25]Cl)=[CH:14][CH:15]=3)[C:10](=[O:28])[C:9]=2[CH:8]=1)=[O:5].[CH2:29]([NH2:32])[CH2:30][CH3:31].[N:33]1C=C[CH:36]=[CH:35][CH:34]=1.